This data is from Catalyst prediction with 721,799 reactions and 888 catalyst types from USPTO. The task is: Predict which catalyst facilitates the given reaction. Product: [F:19][CH:18]([F:20])[C:15]1[CH:16]=[CH:17][C:12]([CH2:11][N:8]2[CH2:9][CH2:10][CH:6]([N:26]3[CH2:27][CH2:28][C@@H:29]([C:30]4[CH:35]=[CH:34][C:33]([OH:36])=[CH:32][CH:31]=4)[C@H:24]([F:23])[CH2:25]3)[C:7]2=[O:21])=[CH:13][CH:14]=1. Reactant: CS(O[C@H:6]1[CH2:10][CH2:9][N:8]([CH2:11][C:12]2[CH:17]=[CH:16][C:15]([CH:18]([F:20])[F:19])=[CH:14][CH:13]=2)[C:7]1=[O:21])(=O)=O.Cl.[F:23][C@H:24]1[C@H:29]([C:30]2[CH:35]=[CH:34][C:33]([OH:36])=[CH:32][CH:31]=2)[CH2:28][CH2:27][NH:26][CH2:25]1.C(N(CC)C(C)C)(C)C. The catalyst class is: 10.